From a dataset of Reaction yield outcomes from USPTO patents with 853,638 reactions. Predict the reaction yield, written as a fraction of the theoretical maximum amount of product (1.0 means a 100% yield; for example, 0.34 means a 34% yield). (1) The reactants are Br[C:2]1[CH:7]=[CH:6][C:5]([C:8]2[N:13]=[C:12]([C:14]3[CH:15]=[N:16][N:17]([CH2:19][O:20][CH2:21][CH2:22][Si:23]([CH3:26])([CH3:25])[CH3:24])[CH:18]=3)[N:11]3[CH:27]=[CH:28][N:29]=[C:10]3[CH:9]=2)=[CH:4][CH:3]=1.[CH3:30][N:31]1[CH:35]=[C:34](B2OC(C)(C)C(C)(C)O2)[CH:33]=[N:32]1.P([O-])([O-])([O-])=O.[K+].[K+].[K+].C1(P(C2CCCCC2)C2C=CC=CC=2C2C(C(C)C)=CC(C(C)C)=CC=2C(C)C)CCCCC1.O. The catalyst is C(Cl)Cl.C1C=CC(/C=C/C(/C=C/C2C=CC=CC=2)=O)=CC=1.C1C=CC(/C=C/C(/C=C/C2C=CC=CC=2)=O)=CC=1.C1C=CC(/C=C/C(/C=C/C2C=CC=CC=2)=O)=CC=1.[Pd].[Pd].C(O)(C)C. The product is [CH3:30][N:31]1[CH:35]=[C:34]([C:2]2[CH:3]=[CH:4][C:5]([C:8]3[N:13]=[C:12]([C:14]4[CH:15]=[N:16][N:17]([CH2:19][O:20][CH2:21][CH2:22][Si:23]([CH3:25])([CH3:24])[CH3:26])[CH:18]=4)[N:11]4[CH:27]=[CH:28][N:29]=[C:10]4[CH:9]=3)=[CH:6][CH:7]=2)[CH:33]=[N:32]1. The yield is 0.859. (2) The reactants are [Cl-].[Cl-].[Cl-].[Al+3].[Br:5][C:6]1[CH:11]=[CH:10][C:9]([O:12][CH3:13])=[CH:8][CH:7]=1.[CH2:14]([O:16][C:17](=[O:28])[C:18]([OH:27])([C:23]([F:26])([F:25])[F:24])[CH2:19][C:20](=[CH2:22])[CH3:21])[CH3:15].Cl. No catalyst specified. The product is [CH2:14]([O:16][C:17](=[O:28])[C:18]([OH:27])([C:23]([F:26])([F:25])[F:24])[CH2:19][C:20]([C:10]1[CH:11]=[C:6]([Br:5])[CH:7]=[CH:8][C:9]=1[O:12][CH3:13])([CH3:22])[CH3:21])[CH3:15]. The yield is 0.518. (3) The reactants are [CH2:1]([O:3][C:4]([C:6]1[O:7][C:8]2[C:13]([C:14](=[O:16])[CH:15]=1)=[CH:12][C:11]([O:17][CH3:18])=[CH:10][C:9]=2Br)=[O:5])[CH3:2].[CH3:20][O:21][CH2:22][CH2:23][N:24]1[CH2:29][CH2:28][NH:27][CH2:26][CH2:25]1. No catalyst specified. The product is [CH2:1]([O:3][C:4]([C:6]1[O:7][C:8]2[C:13]([C:14](=[O:16])[CH:15]=1)=[CH:12][C:11]([O:17][CH3:18])=[CH:10][C:9]=2[N:27]1[CH2:28][CH2:29][N:24]([CH2:23][CH2:22][O:21][CH3:20])[CH2:25][CH2:26]1)=[O:5])[CH3:2]. The yield is 0.360. (4) The catalyst is C(Cl)Cl.CCOC(C)=O. The yield is 0.680. The reactants are [NH2:1][C:2]1[C:3]([C:14]([O:16][CH2:17][CH3:18])=[O:15])=[N:4][C:5]2[C:10]([CH:11]=1)=[CH:9][C:8]([F:12])=[C:7]([Br:13])[CH:6]=2.N1C=CC=CC=1.Cl[C:26]([O:28][CH2:29][C:30]1[CH:35]=[CH:34][CH:33]=[CH:32][CH:31]=1)=[O:27]. The product is [CH2:29]([O:28][C:26]([NH:1][C:2]1[C:3]([C:14]([O:16][CH2:17][CH3:18])=[O:15])=[N:4][C:5]2[C:10]([CH:11]=1)=[CH:9][C:8]([F:12])=[C:7]([Br:13])[CH:6]=2)=[O:27])[C:30]1[CH:35]=[CH:34][CH:33]=[CH:32][CH:31]=1. (5) The yield is 0.650. The catalyst is C(O)C. The product is [F:19][C:18]([F:21])([F:20])[C:15]1[CH:14]=[C:10]2[C:9](=[CH:17][CH:16]=1)[N:8]=[CH:5][NH:7][C:11]2=[O:12]. The reactants are C(O)(=O)C.[CH:5]([NH2:7])=O.[NH2:8][C:9]1[CH:17]=[CH:16][C:15]([C:18]([F:21])([F:20])[F:19])=[CH:14][C:10]=1[C:11](O)=[O:12]. (6) The product is [CH3:1][C:2]1[N:3]([C:8]2[N:9]=[CH:10][C:11]([CH:14]([OH:15])[CH2:16][NH:20][CH2:17][CH2:18][CH3:19])=[CH:12][CH:13]=2)[C:4]([CH3:7])=[CH:5][CH:6]=1. The yield is 1.00. The catalyst is CS(C)=O. The reactants are [CH3:1][C:2]1[N:3]([C:8]2[CH:13]=[CH:12][C:11]([CH:14]3[CH2:16][O:15]3)=[CH:10][N:9]=2)[C:4]([CH3:7])=[CH:5][CH:6]=1.[CH2:17]([NH2:20])[CH2:18][CH3:19].Cl.O. (7) The reactants are [N:1]1[C:5]2([CH2:10][CH2:9][CH2:8][CH2:7][CH2:6]2)[CH2:4][O:3][C:2]=1[C:11]1[CH:16]=[CH:15][C:14]([OH:17])=[CH:13][CH:12]=1.Br[CH2:19][CH:20]([CH3:23])[CH2:21][Cl:22].C(=O)([O-])[O-].[K+].[K+]. The catalyst is CC(C)=O. The product is [Cl:22][CH2:21][CH:20]([CH3:23])[CH2:19][O:17][C:14]1[CH:13]=[CH:12][C:11]([C:2]2[O:3][CH2:4][C:5]3([CH2:6][CH2:7][CH2:8][CH2:9][CH2:10]3)[N:1]=2)=[CH:16][CH:15]=1. The yield is 1.00. (8) The reactants are [NH2:1][C:2]1[N:7]=[C:6]([NH2:8])[CH:5]=[CH:4][N:3]=1.[Br:9]N1C(=O)CCC1=O.C(Cl)Cl.[OH-].[Na+]. The catalyst is C(Cl)(Cl)Cl. The product is [Br:9][C:5]1[C:6]([NH2:8])=[N:7][C:2]([NH2:1])=[N:3][CH:4]=1. The yield is 0.740. (9) The reactants are [BH4-].[Li+].C[Si](C)(C)Cl.[Cl:8][C:9]1[CH:14]=[CH:13][C:12]([CH:15]=[CH:16][N+:17]([O-])=O)=[CH:11][C:10]=1[F:20].CO. The catalyst is C1COCC1. The product is [Cl:8][C:9]1[CH:14]=[CH:13][C:12]([CH2:15][CH2:16][NH2:17])=[CH:11][C:10]=1[F:20]. The yield is 0.730. (10) The reactants are [OH:1][C@@H:2]([CH2:8]O)[CH2:3][C:4]([O:6][CH3:7])=[O:5].C1C=CC(P(C2C=CC=CC=2)C2C=CC=CC=2)=CC=1.C1C(=O)N([Cl:36])C(=O)C1. The catalyst is C(Cl)Cl. The product is [Cl:36][CH2:8][C@H:2]([OH:1])[CH2:3][C:4]([O:6][CH3:7])=[O:5]. The yield is 0.260.